Dataset: Reaction yield outcomes from USPTO patents with 853,638 reactions. Task: Predict the reaction yield, written as a fraction of the theoretical maximum amount of product (1.0 means a 100% yield; for example, 0.34 means a 34% yield). The yield is 0.610. The catalyst is CN(C=O)C. The reactants are [CH:1]1[C:6]([Cl:7])=[C:5]([S:8]([NH2:11])(=[O:10])=[O:9])[CH:4]=[C:3]2[S:12]([NH:15][CH2:16][NH:17][C:2]=12)(=[O:14])=[O:13].C(=O)([O-])[O-].[Cs+].[Cs+].Br[CH2:25][C:26](OCC)=[O:27]. The product is [Cl:7][C:6]1[C:5]([S:8]([NH2:11])(=[O:9])=[O:10])=[CH:4][C:3]2[S:12](=[O:14])(=[O:13])[N:15]([CH2:25][CH2:26][OH:27])[CH2:16][NH:17][C:2]=2[CH:1]=1.